From a dataset of Catalyst prediction with 721,799 reactions and 888 catalyst types from USPTO. Predict which catalyst facilitates the given reaction. (1) Reactant: [C:1]1([C:7]([NH:9][CH:10]2[CH2:15][CH:14]([C:16]3[CH:21]=[CH:20][C:19]([C:22]([F:25])([F:24])[F:23])=[CH:18][CH:17]=3)[CH2:13][N:12]([C:26](OC3C=CC([N+]([O-])=O)=CC=3)=[O:27])[CH2:11]2)=[O:8])[CH:6]=[CH:5][CH:4]=[CH:3][CH:2]=1.[NH:38]1[CH2:43][CH2:42][S:41](=[O:45])(=[O:44])[CH2:40][CH2:39]1.C(=O)([O-])[O-].[K+].[K+]. Product: [O:44]=[S:41]1(=[O:45])[CH2:42][CH2:43][N:38]([C:26]([N:12]2[CH2:13][CH:14]([C:16]3[CH:17]=[CH:18][C:19]([C:22]([F:25])([F:23])[F:24])=[CH:20][CH:21]=3)[CH2:15][CH:10]([NH:9][C:7]([C:1]3[CH:6]=[CH:5][CH:4]=[CH:3][CH:2]=3)=[O:8])[CH2:11]2)=[O:27])[CH2:39][CH2:40]1. The catalyst class is: 3. (2) Reactant: [CH3:1][CH2:2]/[C:3](/[C:23]1[CH:24]=[CH:25][CH:26]=[CH:27][CH:28]=1)=[C:4](/[C:11]1[CH:12]=[CH:13][C:14]([O:17][CH2:18][CH2:19][N:20](C)[CH3:21])=[CH:15][CH:16]=1)\[C:5]1[CH:6]=[CH:7][CH:8]=[CH:9][CH:10]=1.ClC(OC(Cl)C)=O.CO. Product: [CH3:1][CH2:2]/[C:3](/[C:23]1[CH:24]=[CH:25][CH:26]=[CH:27][CH:28]=1)=[C:4](/[C:11]1[CH:16]=[CH:15][C:14]([O:17][CH2:18][CH2:19][NH:20][CH3:21])=[CH:13][CH:12]=1)\[C:5]1[CH:10]=[CH:9][CH:8]=[CH:7][CH:6]=1. The catalyst class is: 2. (3) Reactant: Cl.[CH3:2][O:3][C:4]([C:6]1[CH:11]=[CH:10][C:9]([C:12]2[CH2:16][C:15]3([CH2:21][CH2:20][NH2+:19][CH2:18][CH2:17]3)[O:14][N:13]=2)=[CH:8][CH:7]=1)=[O:5].C([BH3-])#N.[Br:25][C:26]1[CH:27]=[C:28]([CH:31]=[CH:32][C:33]=1[Cl:34])[CH:29]=O.CC(O)=O. Product: [Br:25][C:26]1[CH:27]=[C:28]([CH:31]=[CH:32][C:33]=1[Cl:34])[CH2:29][N:19]1[CH2:20][CH2:21][C:15]2([O:14][N:13]=[C:12]([C:9]3[CH:10]=[CH:11][C:6]([C:4]([O:3][CH3:2])=[O:5])=[CH:7][CH:8]=3)[CH2:16]2)[CH2:17][CH2:18]1. The catalyst class is: 3.